Dataset: Drug-target binding data from BindingDB using Ki measurements. Task: Regression. Given a target protein amino acid sequence and a drug SMILES string, predict the binding affinity score between them. We predict pKi (pKi = -log10(Ki in M); higher means stronger inhibition). Dataset: bindingdb_ki. (1) The small molecule is CC(=O)c1cc2ccc(=O)oc2cc1O. The target protein sequence is LPLPFFNMDTSHWPQGIGLAKAVEPSKPVPVTERKPRPQKEQAINCPRCNSTNTKFCYYNNYSLSQPRYFCKTCRRYWTDGGSLRNVPVGGGSRKNKRSNSSSNNSSSSTSSSYKKIPDLTIPTSSSTQNPKIINEPHDLNLTFNPSTTSNFSNISEFMALPLMNPNSTTSFMSSIMPQISDSNNIMYSSSSTGLPNLHDLKPTLNFSLDGFDNNNGYGSLQGETAGAKLFFPL. The pKi is 4.0. (2) The drug is CCN(c1nc(C)cc(N2CCC=C(c3cccc(F)c3)C2)n1)c1ccc(CC(C)C)cc1SC. The target protein (P47866) has sequence MDAALLLSLLEANCSLALAEELLLDGWGEPPDPEGPYSYCNTTLDQIGTCWPQSAPGALVERPCPEYFNGIKYNTTRNAYRECLENGTWASRVNYSHCEPILDDKQRKYDLHYRIALIINYLGHCVSVVALVAAFLLFLVLRSIRCLRNVIHWNLITTFILRNITWFLLQLIDHEVHEGNEVWCRCVTTIFNYFVVTNFFWMFVEGCYLHTAIVMTYSTEHLRKWLFLFIGWCIPCPIIVAWAVGKLYYENEQCWFGKEPGDLVDYIYQGPIILVLLINFVFLFNIVRILMTKLRASTTSETIQYRKAVKATLVLLPLLGITYMLFFVNPGEDDLSQIVFIYFNSFLQSFQGFFVSVFYCFFNGEVRSALRKRWHRWQDHHALRVPVARAMSIPTSPTRISFHSIKQTAAV. The pKi is 5.0. (3) The small molecule is COc1ccccc1N1CCN(CCCNc2cc(C)ccc2C(=O)N(C)C)CC1. The target protein (P19328) has sequence MSGPTMDHQEPYSVQATAAIASAITFLILFTIFGNALVILAVLTSRSLRAPQNLFLVSLAAADILVATLIIPFSLANELLGYWYFWRAWCEVYLALDVLFCTSSIVHLCAISLDRYWAVSRALEYNSKRTPRRIKCIILTVWLIAAVISLPPLIYKGDQRPEPRGLPQCELNQEAWYILASSIGSFFAPCLIMILVYLRIYVIAKRSHCRGLGAKRGSGEGESKKPQPVAGGVPTSAKVPTLVSPLSSVGEANGHPKPPREKEEGETPEDPEARALPPTWSALPRSGQGQKKGTSGATAEEGDEEDEEEVEECEPQTLPASPASVCNPPLQQPQTSRVLATLRGQVLLGKNVGVASGQWWRRRTQLSREKRFTFVLAVVIGVFVVCWFPFFFSYSLGAICPQHCKVPHGLFQFFFWIGYCNSSLNPVIYTVFNQDFRRAFRRILCRPWTQTGW. The pKi is 6.5. (4) The compound is COc1ccc(CC2c3cc(OC)c(OC)cc3CC[N+]2(C)CCC(=O)OCCCCCOC(=O)CC[N+]2(C)CCc3cc(OC)c(OC)cc3C2Cc2ccc(OC)c(OC)c2)cc1OC. The target protein sequence is MTQQQVISYYESTAHENEVELILARAKKIIQAQQSLQGNAIVLDIDETALNHYYSLKLAGFPQGENHTIWNELLSRTDAYPIKATLDFYLYCLTSGLKVFFISARFAQYLESTKQALRNAGYVNFEDVFVFPENIEQYNSKDFKNFKAERRAYIESLGYKILISIGDQSSDLLGGYTLYTLQLPNYLYGENSRF. The pKi is 3.5.